Dataset: Reaction yield outcomes from USPTO patents with 853,638 reactions. Task: Predict the reaction yield, written as a fraction of the theoretical maximum amount of product (1.0 means a 100% yield; for example, 0.34 means a 34% yield). The reactants are C(=O)([O-])[O-].[Cs+].[Cs+].[CH3:7][O:8][C:9]([C:11]1[CH:20]=[C:19]([O:21][CH2:22][C:23]2[CH:28]=[CH:27][CH:26]=[CH:25][CH:24]=2)[C:18]2[C:13](=[C:14]([N+:30]([O-:32])=[O:31])[CH:15]=[C:16](Br)[CH:17]=2)[N:12]=1)=[O:10].[CH3:33][N:34]1[CH2:39][CH2:38][NH:37][CH2:36][CH2:35]1.C(=CC(C=CC1C=CC=CC=1)=O)C1C=CC=CC=1.C1C=CC(P(C2C(C3C(P(C4C=CC=CC=4)C4C=CC=CC=4)=CC=C4C=3C=CC=C4)=C3C(C=CC=C3)=CC=2)C2C=CC=CC=2)=CC=1. The catalyst is C1(C)C=CC=CC=1. The product is [CH3:7][O:8][C:9]([C:11]1[CH:20]=[C:19]([O:21][CH2:22][C:23]2[CH:28]=[CH:27][CH:26]=[CH:25][CH:24]=2)[C:18]2[C:13](=[C:14]([N+:30]([O-:32])=[O:31])[CH:15]=[C:16]([N:37]3[CH2:38][CH2:39][N:34]([CH3:33])[CH2:35][CH2:36]3)[CH:17]=2)[N:12]=1)=[O:10]. The yield is 0.640.